This data is from Forward reaction prediction with 1.9M reactions from USPTO patents (1976-2016). The task is: Predict the product of the given reaction. (1) Given the reactants [C:1]([O:5][C:6]([N:8]1[CH2:13][CH2:12][N:11]([C:14]([C:16]2[CH:21]=[C:20](Cl)[CH:19]=[CH:18][N:17]=2)=[O:15])[CH2:10][CH2:9]1)=[O:7])([CH3:4])([CH3:3])[CH3:2].[CH3:23][O:24][C:25]1[CH:62]=[CH:61][C:28]([CH2:29][N:30]([CH2:52][C:53]2[CH:58]=[CH:57][C:56]([O:59][CH3:60])=[CH:55][CH:54]=2)[C:31]2[N:36]=[CH:35][C:34]([C:37]3[C:38]4[CH2:51][CH2:50][NH:49][C:39]=4[N:40]=[C:41]([N:43]4[CH2:48][CH2:47][O:46][CH2:45][CH2:44]4)[N:42]=3)=[CH:33][N:32]=2)=[CH:27][CH:26]=1, predict the reaction product. The product is: [C:1]([O:5][C:6]([N:8]1[CH2:13][CH2:12][N:11]([C:14]([C:16]2[CH:21]=[C:20]([N:49]3[C:39]4[N:40]=[C:41]([N:43]5[CH2:44][CH2:45][O:46][CH2:47][CH2:48]5)[N:42]=[C:37]([C:34]5[CH:35]=[N:36][C:31]([N:30]([CH2:52][C:53]6[CH:58]=[CH:57][C:56]([O:59][CH3:60])=[CH:55][CH:54]=6)[CH2:29][C:28]6[CH:61]=[CH:62][C:25]([O:24][CH3:23])=[CH:26][CH:27]=6)=[N:32][CH:33]=5)[C:38]=4[CH2:51][CH2:50]3)[CH:19]=[CH:18][N:17]=2)=[O:15])[CH2:10][CH2:9]1)=[O:7])([CH3:4])([CH3:3])[CH3:2]. (2) Given the reactants [CH3:1][O-:2].[Na+].F[C:5]1[CH:6]=[C:7]([CH:10]=[C:11]([Br:13])[CH:12]=1)[C:8]#[N:9], predict the reaction product. The product is: [Br:13][C:11]1[CH:10]=[C:7]([CH:6]=[C:5]([O:2][CH3:1])[CH:12]=1)[C:8]#[N:9]. (3) Given the reactants [NH2:1][C:2]1[CH:3]=[CH:4][C:5]([F:10])=[C:6]([CH2:8][OH:9])[CH:7]=1.[Br:11][C:12]1[CH:13]=[CH:14][C:15]([C:18](O)=[O:19])=[N:16][CH:17]=1.CN(C(ON1N=NC2C=CC=NC1=2)=[N+](C)C)C.F[P-](F)(F)(F)(F)F.CCN(C(C)C)C(C)C, predict the reaction product. The product is: [Br:11][C:12]1[CH:13]=[CH:14][C:15]([C:18]([NH:1][C:2]2[CH:3]=[CH:4][C:5]([F:10])=[C:6]([CH2:8][OH:9])[CH:7]=2)=[O:19])=[N:16][CH:17]=1. (4) Given the reactants [CH3:1][O:2][C:3]([C:5]1([C:8]2[CH:13]=[CH:12][C:11]([C:14]3[CH:19]=[CH:18][C:17]([C:20]4[N:21]=[CH:22][N:23]([CH3:28])[C:24]=4C(O)=O)=[CH:16][CH:15]=3)=[CH:10][CH:9]=2)[CH2:7][CH2:6]1)=[O:4].[CH3:29][C@@H:30]([OH:37])[C:31]1[CH:36]=[CH:35][CH:34]=[CH:33][CH:32]=1.C1(P(N=[N+]=[N-])(C2C=CC=CC=2)=[O:45])C=CC=CC=1.C([N:57]([CH2:60]C)CC)C, predict the reaction product. The product is: [CH3:28][N:23]1[C:24]([NH:57][C:60]([O:37][C@@H:30]([C:31]2[CH:36]=[CH:35][CH:34]=[CH:33][CH:32]=2)[CH3:29])=[O:45])=[C:20]([C:17]2[CH:16]=[CH:15][C:14]([C:11]3[CH:10]=[CH:9][C:8]([C:5]4([C:3]([O:2][CH3:1])=[O:4])[CH2:6][CH2:7]4)=[CH:13][CH:12]=3)=[CH:19][CH:18]=2)[N:21]=[CH:22]1. (5) Given the reactants [CH2:1]([N:8]1[CH2:13][CH2:12][N:11]([C:14]([O:16][C:17]([CH3:20])([CH3:19])[CH3:18])=[O:15])[C@H:10]([CH2:21][N:22]([CH:30]([CH3:32])[CH3:31])[C:23](=[O:29])[CH2:24][CH2:25][C:26]([OH:28])=O)[CH2:9]1)[C:2]1[CH:7]=[CH:6][CH:5]=[CH:4][CH:3]=1.[CH:33]1([NH2:36])[CH2:35][CH2:34]1.CCN=C=NCCCN(C)C.Cl.C1C=CC2N(O)N=NC=2C=1.C(=O)(O)[O-].[Na+], predict the reaction product. The product is: [CH2:1]([N:8]1[CH2:13][CH2:12][N:11]([C:14]([O:16][C:17]([CH3:18])([CH3:19])[CH3:20])=[O:15])[C@H:10]([CH2:21][N:22]([C:23](=[O:29])[CH2:24][CH2:25][C:26]([NH:36][CH:33]2[CH2:35][CH2:34]2)=[O:28])[CH:30]([CH3:31])[CH3:32])[CH2:9]1)[C:2]1[CH:3]=[CH:4][CH:5]=[CH:6][CH:7]=1. (6) Given the reactants [O:1]=[C:2]1[C:7]2[N:8]=[C:9]([CH2:24][CH2:25][CH3:26])[N:10]([C:11]3[CH:19]=[CH:18][C:14]([C:15](O)=[O:16])=[CH:13][C:12]=3[C:20]([F:23])([F:22])[F:21])[C:6]=2[CH:5]=[CH:4][NH:3]1.CN(C(ON1N=NC2C=CC=CC1=2)=[N+](C)C)C.[B-](F)(F)(F)F.C(N(C(C)C)CC)(C)C.[Cl:58][C:59]1[CH:73]=[CH:72][C:62]2[NH:63][C:64]([C@@H:66]([NH2:71])[CH2:67][CH2:68][S:69][CH3:70])=[N:65][C:61]=2[CH:60]=1, predict the reaction product. The product is: [Cl:58][C:59]1[CH:73]=[CH:72][C:62]2[NH:63][C:64]([C@@H:66]([NH:71][C:15](=[O:16])[C:14]3[CH:18]=[CH:19][C:11]([N:10]4[C:6]5[CH:5]=[CH:4][NH:3][C:2](=[O:1])[C:7]=5[N:8]=[C:9]4[CH2:24][CH2:25][CH3:26])=[C:12]([C:20]([F:21])([F:23])[F:22])[CH:13]=3)[CH2:67][CH2:68][S:69][CH3:70])=[N:65][C:61]=2[CH:60]=1. (7) Given the reactants [Br:1][C:2]1[CH:3]=[N:4][C:5]2[C:10]([CH:11]=1)=[N:9][CH:8]=[CH:7][CH:6]=2.ClC1C=CC=C(C(OO)=[O:20])C=1, predict the reaction product. The product is: [Br:1][C:2]1[CH:3]=[N:4][C:5]2[CH:6]=[CH:7][CH:8]=[N+:9]([O-:20])[C:10]=2[CH:11]=1.[Br:1][C:2]1[CH:3]=[N+:4]([O-:20])[C:5]2[C:10]([CH:11]=1)=[N:9][CH:8]=[CH:7][CH:6]=2. (8) Given the reactants C([O:8][C:9]([C@@H:11]1[CH2:16][CH2:15][CH2:14][CH2:13][N:12]1[C:17]([N:19]1[CH2:24][CH2:23][S:22](=[O:26])(=[O:25])[CH2:21][CH2:20]1)=[O:18])=[O:10])C1C=CC=CC=1, predict the reaction product. The product is: [O:26]=[S:22]1(=[O:25])[CH2:21][CH2:20][N:19]([C:17]([N:12]2[CH2:13][CH2:14][CH2:15][CH2:16][C@H:11]2[C:9]([OH:10])=[O:8])=[O:18])[CH2:24][CH2:23]1. (9) Given the reactants O1[C:5]2([CH2:10][CH2:9][CH:8]([OH:11])[CH2:7][CH2:6]2)[O:4][CH2:3][CH2:2]1.C(Cl)(=O)[C:13]1[CH:18]=[CH:17]C=[CH:15][CH:14]=1.N1C=CC=CC=1.[O:27]1CCCC1, predict the reaction product. The product is: [C:3]([O:4][CH:5]1[CH2:6][CH2:7][C:8](=[O:11])[CH2:9][CH2:10]1)(=[O:27])[C:2]1[CH:17]=[CH:18][CH:13]=[CH:14][CH:15]=1. (10) Given the reactants [CH2:1]([S:3][C:4]1[CH:12]=[C:11]([N:13]2[CH2:18][CH2:17][O:16][CH2:15][C@H:14]2[CH3:19])[CH:10]=[C:9]([CH3:20])[C:5]=1[C:6]([NH2:8])=[O:7])[CH3:2].[OH-].[Na+].[Cl:23][C:24]1[CH:31]=[CH:30][C:27]([CH2:28]Br)=[CH:26][CH:25]=1, predict the reaction product. The product is: [Cl:23][C:24]1[CH:31]=[CH:30][C:27]([CH2:28][NH:8][C:6](=[O:7])[C:5]2[C:9]([CH3:20])=[CH:10][C:11]([N:13]3[CH2:18][CH2:17][O:16][CH2:15][C@H:14]3[CH3:19])=[CH:12][C:4]=2[S:3][CH2:1][CH3:2])=[CH:26][CH:25]=1.